Dataset: Choline transporter screen with 302,306 compounds. Task: Binary Classification. Given a drug SMILES string, predict its activity (active/inactive) in a high-throughput screening assay against a specified biological target. (1) The compound is S(c1c(C(=O)NCc2ccc(OC)cc2)cccc1)CC. The result is 0 (inactive). (2) The molecule is S(=O)(=O)(Nc1cc(ccc1)C)c1cc(ccc1OC)c1onc(c1)C. The result is 0 (inactive).